From a dataset of Forward reaction prediction with 1.9M reactions from USPTO patents (1976-2016). Predict the product of the given reaction. (1) Given the reactants [Cl:1][C:2]1[CH:3]=[CH:4][C:5]([C:24]#[N:25])=[C:6]([C:8]2[CH:13]=[CH:12][N:11]([CH:14]([CH:20]([CH3:22])[CH3:21])[C:15]([O:17]CC)=[O:16])[C:10](=[O:23])[CH:9]=2)[CH:7]=1.[OH-].[Li+], predict the reaction product. The product is: [Cl:1][C:2]1[CH:3]=[CH:4][C:5]([C:24]#[N:25])=[C:6]([C:8]2[CH:13]=[CH:12][N:11]([CH:14]([CH:20]([CH3:22])[CH3:21])[C:15]([OH:17])=[O:16])[C:10](=[O:23])[CH:9]=2)[CH:7]=1. (2) Given the reactants C([N:8]1[CH2:13][CH2:12][O:11][CH:10]([C:14]2[CH:19]=[CH:18][CH:17]=[C:16]([O:20][CH3:21])[CH:15]=2)[CH2:9]1)C1C=CC=CC=1.[H][H], predict the reaction product. The product is: [CH3:21][O:20][C:16]1[CH:15]=[C:14]([CH:10]2[O:11][CH2:12][CH2:13][NH:8][CH2:9]2)[CH:19]=[CH:18][CH:17]=1. (3) The product is: [NH:10]1[C:11]2[CH:16]=[CH:15][CH:14]=[CH:13][C:12]=2[N:8]=[C:9]1[C:17]1[C:25]2[C:20](=[CH:21][CH:22]=[C:23]([C:26]3[CH:31]=[CH:30][CH:29]=[C:28]([S:32]([CH3:35])(=[O:34])=[O:33])[CH:27]=3)[CH:24]=2)[NH:19][N:18]=1. Given the reactants C(O)(C(F)(F)F)=O.[NH:8]1[C:12]2[CH:13]=[CH:14][CH:15]=[CH:16][C:11]=2[N:10]=[C:9]1[C:17]1[C:25]2[C:20](=[CH:21][CH:22]=[C:23]([C:26]3[CH:31]=[CH:30][CH:29]=[C:28]([S:32]([CH3:35])(=[O:34])=[O:33])[CH:27]=3)[CH:24]=2)[N:19](C2CCCCO2)[N:18]=1, predict the reaction product.